This data is from HIV replication inhibition screening data with 41,000+ compounds from the AIDS Antiviral Screen. The task is: Binary Classification. Given a drug SMILES string, predict its activity (active/inactive) in a high-throughput screening assay against a specified biological target. The molecule is N#Cc1cc([N+](=O)[O-])ccc1NC(=O)C(=O)Nc1nc(=N)[nH][nH]1. The result is 0 (inactive).